Dataset: NCI-60 drug combinations with 297,098 pairs across 59 cell lines. Task: Regression. Given two drug SMILES strings and cell line genomic features, predict the synergy score measuring deviation from expected non-interaction effect. Drug 1: C1C(C(OC1N2C=C(C(=O)NC2=O)F)CO)O. Drug 2: CC12CCC3C(C1CCC2OP(=O)(O)O)CCC4=C3C=CC(=C4)OC(=O)N(CCCl)CCCl.[Na+]. Cell line: OVCAR-4. Synergy scores: CSS=2.12, Synergy_ZIP=-4.03, Synergy_Bliss=-4.01, Synergy_Loewe=-3.44, Synergy_HSA=-3.34.